Dataset: Full USPTO retrosynthesis dataset with 1.9M reactions from patents (1976-2016). Task: Predict the reactants needed to synthesize the given product. Given the product [CH3:1][O:2][CH2:3][CH2:4][CH2:5][C:6]1[CH:11]=[C:10]([C:12]([OH:14])=[O:13])[CH:9]=[CH:8][C:7]=1[C:15]1[CH:20]=[CH:19][CH:18]=[CH:17][C:16]=1[CH3:21], predict the reactants needed to synthesize it. The reactants are: [CH3:1][O:2][CH2:3][C:4]#[C:5][C:6]1[CH:11]=[C:10]([C:12]([OH:14])=[O:13])[CH:9]=[CH:8][C:7]=1[C:15]1[CH:20]=[CH:19][CH:18]=[CH:17][C:16]=1[CH3:21].